Dataset: hERG Central: cardiac toxicity at 1µM, 10µM, and general inhibition. Task: Predict hERG channel inhibition at various concentrations. (1) Results: hERG_inhib (hERG inhibition (general)): blocker. The compound is O=C(Nc1ccccc1SCC1CSc2nc3ccccc3c(=O)n21)c1cccc(Cl)c1. (2) The drug is CCC(C)NC(=O)c1ccc(CSc2nc3ccncc3n2Cc2ccc(F)cc2)cc1. Results: hERG_inhib (hERG inhibition (general)): blocker.